From a dataset of Catalyst prediction with 721,799 reactions and 888 catalyst types from USPTO. Predict which catalyst facilitates the given reaction. (1) Reactant: [CH3:1][C:2]1[CH:7]=[CH:6][CH:5]=[CH:4][C:3]=1[C:8]1[C:9]2[CH:16]=[C:15]([O:17][CH2:18][C:19]3[CH:24]=[CH:23][C:22]([C@@H:25]([C:32]#[C:33][CH3:34])[CH2:26][C:27]([O:29]CC)=[O:28])=[CH:21][CH:20]=3)[CH:14]=[CH:13][C:10]=2[S:11][CH:12]=1.[Li+].[OH-].Cl. Product: [CH3:1][C:2]1[CH:7]=[CH:6][CH:5]=[CH:4][C:3]=1[C:8]1[C:9]2[CH:16]=[C:15]([O:17][CH2:18][C:19]3[CH:20]=[CH:21][C:22]([C@@H:25]([C:32]#[C:33][CH3:34])[CH2:26][C:27]([OH:29])=[O:28])=[CH:23][CH:24]=3)[CH:14]=[CH:13][C:10]=2[S:11][CH:12]=1. The catalyst class is: 14. (2) Reactant: Cl.[CH3:2][C:3]1[CH:4]=[C:5]2[C:9](=[CH:10][CH:11]=1)[NH:8][CH:7]=[C:6]2[CH2:12][CH2:13][NH2:14].[F:15][C:16]1[CH:17]=[C:18]([CH:29]=[CH:30][CH:31]=1)[CH2:19][C:20]1[CH:28]=[CH:27][C:23]([C:24](O)=[O:25])=[CH:22][CH:21]=1.CN(C(ON1N=NC2C=CC=NC1=2)=[N+](C)C)C.F[P-](F)(F)(F)(F)F.C(N(CC)C(C)C)(C)C. Product: [F:15][C:16]1[CH:17]=[C:18]([CH:29]=[CH:30][CH:31]=1)[CH2:19][C:20]1[CH:28]=[CH:27][C:23]([C:24]([NH:14][CH2:13][CH2:12][C:6]2[C:5]3[C:9](=[CH:10][CH:11]=[C:3]([CH3:2])[CH:4]=3)[NH:8][CH:7]=2)=[O:25])=[CH:22][CH:21]=1. The catalyst class is: 3. (3) Reactant: [Cl:1][C:2]1[C:7]([F:8])=[CH:6][CH:5]=[C:4]([Cl:9])[C:3]=1[CH:10]([O:12][C:13]1[CH:14]=[C:15]([C:22]2[CH:23]=[N:24][N:25]([CH:27]3[CH2:32][CH2:31][N:30](C(OC(C)(C)C)=O)[CH2:29][CH2:28]3)[CH:26]=2)[CH:16]=[N:17][C:18]=1[NH:19][CH2:20][CH3:21])[CH3:11].Cl.[Na+].C(=O)(O)[O-]. Product: [Cl:1][C:2]1[C:7]([F:8])=[CH:6][CH:5]=[C:4]([Cl:9])[C:3]=1[CH:10]([O:12][C:13]1[C:18]([NH:19][CH2:20][CH3:21])=[N:17][CH:16]=[C:15]([C:22]2[CH:23]=[N:24][N:25]([CH:27]3[CH2:32][CH2:31][NH:30][CH2:29][CH2:28]3)[CH:26]=2)[CH:14]=1)[CH3:11]. The catalyst class is: 1. (4) Reactant: [CH3:1][O:2][C:3]1[CH:4]=[CH:5][C:6]([NH:11][C:12]2[C:13]3[N:14]([CH:32]=[CH:33][N:34]=3)[N:15]=[C:16]([N:18]3[CH2:23][CH2:22][CH2:21][CH:20]([NH:24]C(=O)OC(C)(C)C)[CH2:19]3)[CH:17]=2)=[N:7][C:8]=1[O:9][CH3:10].[C:35]([OH:41])([C:37]([F:40])([F:39])[F:38])=[O:36]. Product: [F:38][C:37]([F:40])([F:39])[C:35]([OH:41])=[O:36].[NH2:24][CH:20]1[CH2:21][CH2:22][CH2:23][N:18]([C:16]2[CH:17]=[C:12]([NH:11][C:6]3[CH:5]=[CH:4][C:3]([O:2][CH3:1])=[C:8]([O:9][CH3:10])[N:7]=3)[C:13]3[N:14]([CH:32]=[CH:33][N:34]=3)[N:15]=2)[CH2:19]1. The catalyst class is: 4. (5) Reactant: [CH3:1][C:2]1([CH3:20])[C:7]2[CH:8]=[C:9](/[C:12](/[CH2:17][CH3:18])=[CH:13]/[C:14]([NH2:16])=O)[CH:10]=[CH:11][C:6]=2[NH:5][C:4](=[O:19])[O:3]1.S(Cl)(Cl)=O. Product: [CH3:20][C:2]1([CH3:1])[C:7]2[CH:8]=[C:9](/[C:12](/[CH2:17][CH3:18])=[CH:13]/[C:14]#[N:16])[CH:10]=[CH:11][C:6]=2[NH:5][C:4](=[O:19])[O:3]1. The catalyst class is: 12.